This data is from Catalyst prediction with 721,799 reactions and 888 catalyst types from USPTO. The task is: Predict which catalyst facilitates the given reaction. (1) Reactant: [Br:1][C:2]1[CH:7]=[CH:6][C:5]([NH:8][C:9]([C:11]2[CH:20]=[CH:19][C:18]3[C:13](=[CH:14][CH:15]=[C:16]([CH2:21]O)[CH:17]=3)[CH:12]=2)=[O:10])=[CH:4][CH:3]=1.[CH2:23]([N:25](CC)[CH2:26]C)C.CS(Cl)(=O)=O.Cl.CNC.C(=O)([O-])[O-].[K+].[K+]. Product: [Br:1][C:2]1[CH:7]=[CH:6][C:5]([NH:8][C:9]([C:11]2[CH:20]=[CH:19][C:18]3[C:13](=[CH:14][CH:15]=[C:16]([CH2:21][N:25]([CH3:26])[CH3:23])[CH:17]=3)[CH:12]=2)=[O:10])=[CH:4][CH:3]=1. The catalyst class is: 255. (2) Reactant: [N:1]([CH2:4][C:5]([C:8]1[CH:13]=[CH:12][CH:11]=[C:10]([CH3:14])[N:9]=1)([F:7])[F:6])=[N+]=[N-]. Product: [F:7][C:5]([F:6])([C:8]1[CH:13]=[CH:12][CH:11]=[C:10]([CH3:14])[N:9]=1)[CH2:4][NH2:1]. The catalyst class is: 19.